Dataset: TCR-epitope binding with 47,182 pairs between 192 epitopes and 23,139 TCRs. Task: Binary Classification. Given a T-cell receptor sequence (or CDR3 region) and an epitope sequence, predict whether binding occurs between them. The epitope is LVLSVNPYV. The TCR CDR3 sequence is CASSLEAGDQPQHF. Result: 0 (the TCR does not bind to the epitope).